Dataset: Reaction yield outcomes from USPTO patents with 853,638 reactions. Task: Predict the reaction yield, written as a fraction of the theoretical maximum amount of product (1.0 means a 100% yield; for example, 0.34 means a 34% yield). (1) The reactants are [Br:1][C:2]1[CH:3]=[C:4]([NH:13][CH:14]2[CH2:19][CH2:18][O:17][CH2:16][CH2:15]2)[C:5]([CH3:12])=[C:6]([CH:11]=1)[C:7]([O:9][CH3:10])=[O:8].[CH:20](=O)[CH3:21].C(O[BH-](OC(=O)C)OC(=O)C)(=O)C.[Na+].C([O-])(O)=O.[Na+]. The catalyst is C(Cl)Cl.CC(O)=O. The product is [Br:1][C:2]1[CH:3]=[C:4]([N:13]([CH2:20][CH3:21])[CH:14]2[CH2:19][CH2:18][O:17][CH2:16][CH2:15]2)[C:5]([CH3:12])=[C:6]([CH:11]=1)[C:7]([O:9][CH3:10])=[O:8]. The yield is 1.00. (2) The catalyst is C(Cl)Cl. The reactants are B(Br)(Br)Br.[Br:5][C:6]1[CH:34]=[C:33]([F:35])[C:9]([CH2:10][N:11]2[C:15]3[CH:16]=[C:17]([O:20]C)[CH:18]=[CH:19][C:14]=3[N:13]=[C:12]2[C@H:22]2[CH2:27][CH2:26][CH2:25][CH2:24][C@H:23]2[C:28]([O:30][CH2:31][CH3:32])=[O:29])=[C:8]([F:36])[CH:7]=1. The yield is 0.870. The product is [Br:5][C:6]1[CH:34]=[C:33]([F:35])[C:9]([CH2:10][N:11]2[C:15]3[CH:16]=[C:17]([OH:20])[CH:18]=[CH:19][C:14]=3[N:13]=[C:12]2[C@H:22]2[CH2:27][CH2:26][CH2:25][CH2:24][C@H:23]2[C:28]([O:30][CH2:31][CH3:32])=[O:29])=[C:8]([F:36])[CH:7]=1.